This data is from Full USPTO retrosynthesis dataset with 1.9M reactions from patents (1976-2016). The task is: Predict the reactants needed to synthesize the given product. (1) Given the product [CH3:23][O:24][CH2:25][CH2:26][C:2]1([C:11]([O:13][CH3:14])=[O:12])[CH:1]2[CH2:10][CH:5]3[CH2:6][CH:7]([CH2:9][CH:3]1[CH2:4]3)[CH2:8]2, predict the reactants needed to synthesize it. The reactants are: [CH:1]12[CH2:10][CH:5]3[CH2:6][CH:7]([CH2:9][CH:3]([CH2:4]3)[CH:2]1[C:11]([O:13][CH3:14])=[O:12])[CH2:8]2.C([N-]C(C)C)(C)C.[Li+].[CH3:23][O:24][CH2:25][CH2:26]Br. (2) The reactants are: [Cl:1][C:2]1[CH:7]=[CH:6][N:5]=[C:4]([C:8]([OH:10])=O)[CH:3]=1.[CH2:11]([N:15]1[C:23]2[N:22]=[C:21]([Cl:24])[NH:20][C:19]=2[C:18](=[O:25])[N:17]([CH2:26][CH2:27][CH2:28][CH2:29]/[C:30](=[N:33]/[H])/[NH:31]O)[C:16]1=[O:35])[CH2:12][CH2:13][CH3:14]. Given the product [CH2:11]([N:15]1[C:23]2[N:22]=[C:21]([Cl:24])[NH:20][C:19]=2[C:18](=[O:25])[N:17]([CH2:26][CH2:27][CH2:28][CH2:29][C:30]2[N:31]=[C:8]([C:4]3[CH:3]=[C:2]([Cl:1])[CH:7]=[CH:6][N:5]=3)[O:10][N:33]=2)[C:16]1=[O:35])[CH2:12][CH2:13][CH3:14], predict the reactants needed to synthesize it. (3) Given the product [CH2:8]([O:10][C:11]([C:13]1[CH:17]=[C:16]([C:18]2[CH:23]=[CH:22][CH:21]=[CH:20][CH:19]=2)[S:15][CH:14]=1)=[O:12])[CH3:9], predict the reactants needed to synthesize it. The reactants are: N(OC(C)(C)C)=O.[CH2:8]([O:10][C:11]([C:13]1[CH:17]=[C:16]([C:18]2[CH:23]=[CH:22][CH:21]=[CH:20][CH:19]=2)[S:15][C:14]=1N)=[O:12])[CH3:9]. (4) Given the product [CH3:23][N:24]([CH3:26])[CH:25]=[CH:2][C:1]([C:4]1[N:12]2[C:7]([CH:8]=[CH:9][CH:10]=[CH:11]2)=[CH:6][C:5]=1[C:13]([O:15][CH2:16][CH3:17])=[O:14])=[O:3], predict the reactants needed to synthesize it. The reactants are: [C:1]([C:4]1[N:12]2[C:7]([CH:8]=[CH:9][CH:10]=[CH:11]2)=[CH:6][C:5]=1[C:13]([O:15][CH2:16][CH3:17])=[O:14])(=[O:3])[CH3:2].C(O[CH:23](N(C)C)[N:24]([CH3:26])[CH3:25])(C)(C)C. (5) The reactants are: C1C[C@H](C(O)=O)CC[C@H]1CN.[C:12]([O:20][CH:21]([O:23][C:24]([NH:26][CH2:27][C@H:28]1[CH2:33][CH2:32][C@H:31]([C:34]([OH:36])=[O:35])[CH2:30][CH2:29]1)=[O:25])[CH3:22])(=[O:19])[C:13]1[CH:18]=[CH:17][CH:16]=[CH:15][CH:14]=1.C(=O)(O)[O-].[Na+:41].C(#N)C. Given the product [C:12]([O:20][CH:21]([O:23][C:24]([NH:26][CH2:27][C@H:28]1[CH2:29][CH2:30][C@H:31]([C:34]([O-:36])=[O:35])[CH2:32][CH2:33]1)=[O:25])[CH3:22])(=[O:19])[C:13]1[CH:14]=[CH:15][CH:16]=[CH:17][CH:18]=1.[Na+:41], predict the reactants needed to synthesize it. (6) Given the product [CH2:2]([N:9]1[CH2:10][CH:11]=[C:12]([CH3:15])[CH2:13][CH2:14]1)[C:3]1[CH:8]=[CH:7][CH:6]=[CH:5][CH:4]=1, predict the reactants needed to synthesize it. The reactants are: [Cl-].[CH2:2]([N+:9]1[CH:14]=[CH:13][C:12]([CH3:15])=[CH:11][CH:10]=1)[C:3]1[CH:8]=[CH:7][CH:6]=[CH:5][CH:4]=1.CCOC(C)=O.CO.N. (7) Given the product [F:1][C:2]([F:26])([F:25])[CH2:3][NH:4][C:5]([C:7]1([CH2:20][CH2:21][CH2:22][CH2:23][N:33]2[CH2:32][CH2:31][N:30]([C:34]3[CH:43]=[CH:42][C:41]4[C:36](=[CH:37][CH:38]=[CH:39][CH:40]=4)[N:35]=3)[CH2:29][C@@H:28]2[CH3:27])[C:19]2[CH:18]=[CH:17][CH:16]=[CH:15][C:14]=2[C:13]2[C:8]1=[CH:9][CH:10]=[CH:11][CH:12]=2)=[O:6], predict the reactants needed to synthesize it. The reactants are: [F:1][C:2]([F:26])([F:25])[CH2:3][NH:4][C:5]([C:7]1([CH2:20][CH2:21][CH2:22][CH2:23]Br)[C:19]2[CH:18]=[CH:17][CH:16]=[CH:15][C:14]=2[C:13]2[C:8]1=[CH:9][CH:10]=[CH:11][CH:12]=2)=[O:6].[CH3:27][C@@H:28]1[NH:33][CH2:32][CH2:31][N:30]([C:34]2[CH:43]=[CH:42][C:41]3[C:36](=[CH:37][CH:38]=[CH:39][CH:40]=3)[N:35]=2)[CH2:29]1.